Dataset: Peptide-MHC class I binding affinity with 185,985 pairs from IEDB/IMGT. Task: Regression. Given a peptide amino acid sequence and an MHC pseudo amino acid sequence, predict their binding affinity value. This is MHC class I binding data. (1) The peptide sequence is RPETPSPAI. The MHC is HLA-B07:02 with pseudo-sequence HLA-B07:02. The binding affinity (normalized) is 0.820. (2) The peptide sequence is REVLRTEL. The MHC is H-2-Kk with pseudo-sequence H-2-Kk. The binding affinity (normalized) is 0.103. (3) The binding affinity (normalized) is 0.368. The peptide sequence is LTIPTIMGR. The MHC is HLA-A03:01 with pseudo-sequence HLA-A03:01. (4) The peptide sequence is ITLWQRPLV. The MHC is HLA-A01:01 with pseudo-sequence HLA-A01:01. The binding affinity (normalized) is 0.